Dataset: Experimentally validated miRNA-target interactions with 360,000+ pairs, plus equal number of negative samples. Task: Binary Classification. Given a miRNA mature sequence and a target amino acid sequence, predict their likelihood of interaction. (1) The miRNA is hsa-miR-3160-3p with sequence AGAGCUGAGACUAGAAAGCCCA. The protein sequence of the target gene is MHRNFRKWIFYVFLCFGVLYVKLGALSSVVALGANIICNKIPGLAPRQRAICQSRPDAIIVIGEGAQMGIDECQHQFRFGRWNCSALGEKTVFGQELRVGSREAAFTYAITAAGVAHAVTAACSQGNLSNCGCDREKQGYYNQAEGWKWGGCSADVRYGIDFSRRFVDAREIKKNARRLMNLHNNEAGRKVLEDRMKLECKCHGVSGSCTTKTCWTTLPKFREVGHLLKEKYNAAVQVEVVRASRLRQPTFLRIKQLRSYQKPMETDLVYIEKSPNYCEEDAATGSVGTQGRLCNRTSPG.... Result: 0 (no interaction). (2) The miRNA is hsa-let-7e-5p with sequence UGAGGUAGGAGGUUGUAUAGUU. The protein sequence of the target gene is MLEGDLVSKMLRAVLQSHKNGVALPRLQGEYRSLTGDWIPFKQLGFPTLEAYLRSVPAVVRIETSRSGEITCYAMACTETARIAQLVARQRSSKRKTGRQVNCQMRVKKTMPFFLEGKPKATLRQPGFASNFSVGKKPNPAPLRDKGNSVGVKPDAEMSPYMLHTTLGNEAFKDIPVQRHVTMSTNNRFSPKASLQPPLQMHLSRTSTKEMSDNLNQTVEKPNVKPPASYTYKMDEVQNRIKEILNKHNNGIWISKLPHFYKELYKEDLNQGILQQFEHWPHICTVEKPCSGGQDLLLYP.... Result: 1 (interaction). (3) The miRNA is hsa-miR-1302 with sequence UUGGGACAUACUUAUGCUAAA. The protein sequence of the target gene is MRQLKGKPKKETSKDKKERKQAMQEARQQITTVVLPTLAVVVLLIVVFVYVATRPTITE. Result: 0 (no interaction). (4) The miRNA is hsa-miR-4297 with sequence UGCCUUCCUGUCUGUG. The protein sequence of the target gene is MEDTPPSLSCSDCQRHFPSLPELSRHRELLHPSPNQDSEEADSIPRPYRCQQCGRGYRHPGSLVNHRRTHETGLFPCTTCGKDFSNPMALKSHMRTHAPEGRRRHRPPRPKEATPHLQGETVSTDSWGQRLGSSEGWENQTKHTEETPDCESVPDPRAASGTWEDLPTRQREGLASHPGPEDGADGWGPSTNSARAPPLPIPASSLLSNLEQYLAESVVNFTGGQEPTQSPPAEEERRYKCSQCGKTYKHAGSLTNHRQSHTLGIYPCAICFKEFSNLMALKNHSRLHAQYRPYHCPHCP.... Result: 0 (no interaction). (5) The miRNA is cel-miR-360-3p with sequence UGACCGUAAUCCCGUUCACAA. The protein sequence of the target gene is MFPRPLTPLAAPNGAEPLGRALRRAPLGRARAGLGGPPLLLPSMLMFAVIVASSGLLLMIERGILAEMKPLPLHPPGREGTAWRGKAPKPGGLSLRAGDADLQVRQDVRNRTLRAVCGQPGMPRDPWDLPVGQRRTLLRHILVSDRYRFLYCYVPKVACSNWKRVMKVLAGVLDSVDVRLKMDHRSDLVFLADLRPEEIRYRLQHYFKFLFVREPLERLLSAYRNKFGEIREYQQRYGAEIVRRYRAGAGPSPAGDDVTFPEFLRYLVDEDPERMNEHWMPVYHLCQPCAVHYDFVGSYE.... Result: 0 (no interaction). (6) The miRNA is hsa-miR-196b-5p with sequence UAGGUAGUUUCCUGUUGUUGGG. Result: 0 (no interaction). The protein sequence of the target gene is MALALAALAAVEPACGSGYQQLQNEEEPGEPEQTAGDAPPPYSSITAESAAYFDYKDESGFPKPPSYNVATTLPSYDEAERTKTEATIPLVPGRDEDFVGRDDFDDTDQLRIGNDGIFMLTFFMAFLFNWIGFFLSFCLTTSAAGRYGAISGFGLSLIKWILIVRFSTYFPGYFDGQYWLWWVFLVLGFLLFLRGFINYAKVRKMPETFSNLPRTRVLFIY. (7) The miRNA is hsa-miR-548z with sequence CAAAAACCGCAAUUACUUUUGCA. The protein sequence of the target gene is MEGVGAVRFWLVVCGCLAFPPRAESVCPERCDCQHPQHLLCTNRGLRAVPKTSSLPSPQDVLTYSLGGNFITNITAFDFHRLGQLRRLDLQYNQIRSLHPKTFEKLSRLEELYLGNNLLQALVPGTLAPLRKLRILYANGNEIGRLSRGSFEGLESLVKLRLDGNVLGALPDAVFAPLGNLLYLHLESNRIRFLGKNAFSQLGKLRFLNLSANELQPSLRHAATFVPLRSLSTLILSANSLQHLGPRVFQHLPRLGLLSLSGNQLTHLAPEAFWGLEALRELRLEGNRLNQLPLTLLEPL.... Result: 0 (no interaction). (8) The miRNA is hsa-miR-4650-5p with sequence UCAGGCCUCUUUCUACCUU. The protein sequence of the target gene is MAVFLQLLPLLLSRAQGNPGASLDGRPGDRVNLSCGGVSHPIRWVWAPSFPACKGLSKGRRPILWASSSGTPTVPPLQPFVGRLRSLDSGIRRLELLLSAGDSGTFFCKGRHEDESRTVLHVLGDRTYCKAPGPTHGSVYPQLLIPLLGAGLVLGLGALGLVWWLHRRLPPQPIRPLPRFAPLVKTEPQRPVKEEEPKIPGDLDQEPSLLYADLDHLALSRPRRLSTADPADASTIYAVVV. Result: 1 (interaction). (9) The miRNA is hsa-miR-765 with sequence UGGAGGAGAAGGAAGGUGAUG. The protein sequence of the target gene is MDGEDIPDFSSLKEETAYWKELSLKYKQSFQEARDELVEFQEGSRELEAELEAQLVQAEQRNRDLQADNQRLKYEVEALKEKLEHQYAQSYKQVSVLEDDLSQTRAIKEQLHKYVRELEQANDDLERAKRATIVSLEDFEQRLNQAIERNAFLESELDEKESLLVSVQRLKDEARDLRQELAVRERQQEVTRKSAPSSPTLDCEKMDSAVQASLSLPATPVGKGTENTFPSPKAIPNGFGTSPLTPSARISALNIVGDLLRKVGALESKLAACRNFAKDQASRKSYISGNVNCGVLNGNG.... Result: 1 (interaction).